From a dataset of Aqueous solubility values for 9,982 compounds from the AqSolDB database. Regression/Classification. Given a drug SMILES string, predict its absorption, distribution, metabolism, or excretion properties. Task type varies by dataset: regression for continuous measurements (e.g., permeability, clearance, half-life) or binary classification for categorical outcomes (e.g., BBB penetration, CYP inhibition). For this dataset (solubility_aqsoldb), we predict Y. (1) The Y is -5.40 log mol/L. The compound is c1ccc2nc(-c3ccc4ccccc4n3)ccc2c1. (2) The molecule is CCCOC1=CC(=O)CC(C)C12Oc1c(Cl)c(OC)cc(OC)c1C2=O. The Y is -4.52 log mol/L.